Dataset: Reaction yield outcomes from USPTO patents with 853,638 reactions. Task: Predict the reaction yield, written as a fraction of the theoretical maximum amount of product (1.0 means a 100% yield; for example, 0.34 means a 34% yield). (1) The reactants are [Br:1][C:2]1[C:3](=[O:28])[N:4]([CH2:19][C:20]2[CH:25]=[CH:24][C:23]([CH2:26][OH:27])=[CH:22][CH:21]=2)[C:5]([CH3:18])=[CH:6][C:7]=1[O:8][CH2:9][C:10]1[CH:15]=[CH:14][C:13]([F:16])=[CH:12][C:11]=1[F:17].ClC(Cl)(Cl)[C:31]([N:33]=C=O)=[O:32]. The catalyst is ClCCl.O1CCCC1. The product is [C:31](=[O:32])([O:27][CH2:26][C:23]1[CH:24]=[CH:25][C:20]([CH2:19][N:4]2[C:5]([CH3:18])=[CH:6][C:7]([O:8][CH2:9][C:10]3[CH:15]=[CH:14][C:13]([F:16])=[CH:12][C:11]=3[F:17])=[C:2]([Br:1])[C:3]2=[O:28])=[CH:21][CH:22]=1)[NH2:33]. The yield is 0.870. (2) The reactants are [CH3:1][N:2]1[C:6]([C:7]2[CH:8]=[C:9]3[N:15]([CH2:16][C:17]4([F:25])[CH2:22][CH2:21][C:20]([F:24])([F:23])[CH2:19][CH2:18]4)[CH:14]=[C:13]([C:26]4[CH:35]=[CH:34][C:29]([C:30]([O:32]C)=[O:31])=[CH:28][CH:27]=4)[C:10]3=[N:11][CH:12]=2)=[C:5]([CH3:36])[N:4]=[N:3]1.[OH-].[Li+].Cl. The catalyst is O1CCCC1. The product is [CH3:1][N:2]1[C:6]([C:7]2[CH:8]=[C:9]3[N:15]([CH2:16][C:17]4([F:25])[CH2:22][CH2:21][C:20]([F:24])([F:23])[CH2:19][CH2:18]4)[CH:14]=[C:13]([C:26]4[CH:27]=[CH:28][C:29]([C:30]([OH:32])=[O:31])=[CH:34][CH:35]=4)[C:10]3=[N:11][CH:12]=2)=[C:5]([CH3:36])[N:4]=[N:3]1. The yield is 0.633. (3) The reactants are [C:1]([N:4]([CH3:20])[C:5]1[N:10]=[CH:9][C:8]([NH:11][C:12](=[O:19])OCC(Cl)(Cl)Cl)=[CH:7][CH:6]=1)(=[O:3])[CH3:2].[C:21]1([C:27]2[N:31]=[C:30]([N:32]3[CH2:37][CH2:36][NH:35][CH2:34][CH2:33]3)[S:29][N:28]=2)[CH:26]=[CH:25][CH:24]=[CH:23][CH:22]=1.C(N(C(C)C)CC)(C)C.CS(C)=O. The catalyst is O. The product is [C:1]([N:4]([CH3:20])[C:5]1[N:10]=[CH:9][C:8]([NH:11][C:12]([N:35]2[CH2:36][CH2:37][N:32]([C:30]3[S:29][N:28]=[C:27]([C:21]4[CH:26]=[CH:25][CH:24]=[CH:23][CH:22]=4)[N:31]=3)[CH2:33][CH2:34]2)=[O:19])=[CH:7][CH:6]=1)(=[O:3])[CH3:2]. The yield is 0.393. (4) The reactants are Cl.[CH2:2]([N:9]1[CH2:13][C@@H:12]([CH3:14])[C@H:11]([C:15](=[NH:18])[NH:16][NH2:17])[CH2:10]1)[C:3]1[CH:8]=[CH:7][CH:6]=[CH:5][CH:4]=1.[O:19]=[C:20]1[C:28]2[C:23](=[CH:24][CH:25]=[CH:26][CH:27]=2)[C:22](=[O:29])[N:21]1[CH2:30][C:31](=O)[C:32](OC)=[O:33]. The catalyst is C(O)C. The product is [CH2:2]([N:9]1[CH2:13][C@@H:12]([CH3:14])[C@H:11]([C:15]2[NH:18][C:32](=[O:33])[C:31]([CH2:30][N:21]3[C:22](=[O:29])[C:23]4[C:28](=[CH:27][CH:26]=[CH:25][CH:24]=4)[C:20]3=[O:19])=[N:17][N:16]=2)[CH2:10]1)[C:3]1[CH:8]=[CH:7][CH:6]=[CH:5][CH:4]=1. The yield is 0.380.